From a dataset of Forward reaction prediction with 1.9M reactions from USPTO patents (1976-2016). Predict the product of the given reaction. (1) Given the reactants [Cl:1][C:2]1[CH:7]=[CH:6][C:5]([C@@H:8]2[C@@H:13]([C@@H:14]([O:16][C:17]3[CH:22]=[CH:21][C:20](Cl)=[C:19](Cl)[CH:18]=3)[CH3:15])[CH2:12][CH2:11][N:10]([C:25]([CH:27]3[CH2:32][CH2:31][N:30]([C:33]4[CH:38]=[CH:37][C:36]([C:39]#[N:40])=[CH:35][N:34]=4)[CH2:29][CH2:28]3)=[O:26])[CH2:9]2)=[CH:4][CH:3]=1.N1CCCCC1.C(N1CC[C@H]([C@H]([OH:62])C)[C@@H](C2C=CC(Cl)=CC=2)C1)C1C=CC=CC=1.[F:70][C:71]([F:80])([F:79])C1C=CC(O)=CC=1.ClC(OC(Cl)=O)C.CCN(C(C)C)C(C)C, predict the reaction product. The product is: [C:39]([C:36]1[CH:37]=[CH:38][C:33]([N:30]2[CH2:31][CH2:32][CH:27]([C:25]([OH:26])=[O:62])[CH2:28][CH2:29]2)=[N:34][CH:35]=1)#[N:40].[Cl:1][C:2]1[CH:7]=[CH:6][C:5]([C@@H:8]2[C@@H:13]([C@@H:14]([O:16][C:17]3[CH:22]=[CH:21][C:20]([C:71]([F:80])([F:79])[F:70])=[CH:19][CH:18]=3)[CH3:15])[CH2:12][CH2:11][N:10]([C:25]([CH:27]3[CH2:28][CH2:29][N:30]([C:33]4[CH:38]=[CH:37][C:36]([C:39]#[N:40])=[CH:35][N:34]=4)[CH2:31][CH2:32]3)=[O:26])[CH2:9]2)=[CH:4][CH:3]=1. (2) Given the reactants [F:1][C:2]([F:15])([C:11]([F:14])([F:13])[F:12])[CH:3](O)[CH2:4][C:5]([O:7][CH2:8][CH3:9])=[O:6].O=P12OP3(OP(OP(O3)(O1)=O)(=O)O2)=O, predict the reaction product. The product is: [F:1][C:2]([F:15])([C:11]([F:12])([F:13])[F:14])/[CH:3]=[CH:4]/[C:5]([O:7][CH2:8][CH3:9])=[O:6]. (3) Given the reactants [Cl:1][C:2]1[CH:3]=[CH:4][C:5]([O:23][CH3:24])=[C:6]([CH:22]=1)[C:7]([NH:9][CH2:10][CH2:11][CH:12]1[CH2:17][CH2:16][N:15]([S:18]([NH2:21])(=[O:20])=[O:19])[CH2:14][CH2:13]1)=[O:8].[OH-].[Na+].[CH2:27]([NH:30][C:31](=[O:36])C(Cl)(Cl)Cl)[CH2:28][CH3:29], predict the reaction product. The product is: [Cl:1][C:2]1[CH:3]=[CH:4][C:5]([O:23][CH3:24])=[C:6]([CH:22]=1)[C:7]([NH:9][CH2:10][CH2:11][CH:12]1[CH2:17][CH2:16][N:15]([S:18]([NH:21][C:31]([NH:30][CH2:27][CH2:28][CH3:29])=[O:36])(=[O:20])=[O:19])[CH2:14][CH2:13]1)=[O:8]. (4) Given the reactants Br[C:2]1[C:3]2[CH:13]=[CH:12][CH:11]=[C:10]([Br:14])[C:4]=2[S:5][C:6]=1[N+:7]([O-:9])=[O:8].[Cl:15][C:16]1[CH:17]=[C:18]([CH:20]=[CH:21][CH:22]=1)[NH2:19], predict the reaction product. The product is: [Br:14][C:10]1[C:4]2[S:5][C:6]([N+:7]([O-:9])=[O:8])=[C:2]([NH:19][C:18]3[CH:20]=[CH:21][CH:22]=[C:16]([Cl:15])[CH:17]=3)[C:3]=2[CH:13]=[CH:12][CH:11]=1.